The task is: Regression. Given two drug SMILES strings and cell line genomic features, predict the synergy score measuring deviation from expected non-interaction effect.. This data is from NCI-60 drug combinations with 297,098 pairs across 59 cell lines. (1) Drug 1: C1=C(C(=O)NC(=O)N1)N(CCCl)CCCl. Drug 2: COC1=C2C(=CC3=C1OC=C3)C=CC(=O)O2. Cell line: TK-10. Synergy scores: CSS=3.06, Synergy_ZIP=-3.80, Synergy_Bliss=-0.168, Synergy_Loewe=0.219, Synergy_HSA=0.523. (2) Cell line: HL-60(TB). Drug 1: C1C(C(OC1N2C=NC3=C2NC=NCC3O)CO)O. Drug 2: N.N.Cl[Pt+2]Cl. Synergy scores: CSS=64.8, Synergy_ZIP=-1.20, Synergy_Bliss=-0.500, Synergy_Loewe=0.912, Synergy_HSA=2.92. (3) Drug 1: CN1CCC(CC1)COC2=C(C=C3C(=C2)N=CN=C3NC4=C(C=C(C=C4)Br)F)OC. Drug 2: C#CCC(CC1=CN=C2C(=N1)C(=NC(=N2)N)N)C3=CC=C(C=C3)C(=O)NC(CCC(=O)O)C(=O)O. Cell line: NCI-H522. Synergy scores: CSS=17.9, Synergy_ZIP=-5.80, Synergy_Bliss=1.65, Synergy_Loewe=1.61, Synergy_HSA=1.78. (4) Drug 1: CC1=C(C=C(C=C1)C(=O)NC2=CC(=CC(=C2)C(F)(F)F)N3C=C(N=C3)C)NC4=NC=CC(=N4)C5=CN=CC=C5. Drug 2: C(CC(=O)O)C(=O)CN.Cl. Cell line: 786-0. Synergy scores: CSS=8.42, Synergy_ZIP=-4.16, Synergy_Bliss=1.32, Synergy_Loewe=1.14, Synergy_HSA=0.510. (5) Drug 1: CN(C)N=NC1=C(NC=N1)C(=O)N. Drug 2: C1=CN(C(=O)N=C1N)C2C(C(C(O2)CO)O)O.Cl. Cell line: RXF 393. Synergy scores: CSS=7.12, Synergy_ZIP=-3.89, Synergy_Bliss=-5.12, Synergy_Loewe=-22.6, Synergy_HSA=-4.42. (6) Drug 1: C1CCN(CC1)CCOC2=CC=C(C=C2)C(=O)C3=C(SC4=C3C=CC(=C4)O)C5=CC=C(C=C5)O. Drug 2: CC1=C(C(=CC=C1)Cl)NC(=O)C2=CN=C(S2)NC3=CC(=NC(=N3)C)N4CCN(CC4)CCO. Cell line: KM12. Synergy scores: CSS=-16.7, Synergy_ZIP=4.37, Synergy_Bliss=-2.52, Synergy_Loewe=-9.73, Synergy_HSA=-11.8.